This data is from Full USPTO retrosynthesis dataset with 1.9M reactions from patents (1976-2016). The task is: Predict the reactants needed to synthesize the given product. (1) Given the product [Br:1][C:2]1[CH:10]=[C:9]([O:11][CH3:12])[CH:8]=[C:7]2[C:3]=1[CH:4]=[N:5][N:6]2[CH:14]1[CH2:15][CH2:16][CH2:17][CH2:18][O:13]1, predict the reactants needed to synthesize it. The reactants are: [Br:1][C:2]1[CH:10]=[C:9]([O:11][CH3:12])[CH:8]=[C:7]2[C:3]=1[CH:4]=[N:5][NH:6]2.[O:13]1[CH:18]=[CH:17][CH2:16][CH2:15][CH2:14]1. (2) Given the product [Cl-:1].[F:17][C:16]([F:18])([F:19])[CH:12]1[CH2:13][CH2:14][CH2:15][CH:10]([NH3+:9])[CH2:11]1, predict the reactants needed to synthesize it. The reactants are: [Cl-:1].C([NH2+:9][CH:10]1[CH2:15][CH2:14][CH2:13][CH:12]([C:16]([F:19])([F:18])[F:17])[CH2:11]1)C1C=CC=CC=1. (3) Given the product [CH3:1][O:2][C:3](=[O:12])[C:4]1[CH:9]=[CH:8][C:7]([F:10])=[C:6]([O:11][CH2:21][CH:20]=[CH2:19])[CH:5]=1, predict the reactants needed to synthesize it. The reactants are: [CH3:1][O:2][C:3](=[O:12])[C:4]1[CH:9]=[CH:8][C:7]([F:10])=[C:6]([OH:11])[CH:5]=1.C(=O)([O-])[O-].[K+].[K+].[CH2:19](Br)[CH:20]=[CH2:21]. (4) Given the product [C:18]([O:17][CH2:1][CH:2]=[CH:10][CH:15]=[CH:14][CH:13]=[CH:12][CH3:11])(=[O:26])[CH3:19], predict the reactants needed to synthesize it. The reactants are: [C:1]([OH:17])(=O)[C:2]([C:10]1[CH:15]=[CH:14][CH:13]=[CH:12][CH:11]=1)(C1C=CC=CC=1)O.[CH2:18]([OH:26])[CH:19]=CC=CC=CC.C([O-])(=O)C1C=CC=CC=1. (5) Given the product [CH3:1][C:2]([NH:15][C:13](=[O:17])[CH3:14])([CH3:11])[CH2:3][C:4]1[CH:9]=[CH:8][C:7]([CH3:10])=[CH:6][CH:5]=1, predict the reactants needed to synthesize it. The reactants are: [CH3:1][C:2](O)([CH3:11])[CH2:3][C:4]1[CH:9]=[CH:8][C:7]([CH3:10])=[CH:6][CH:5]=1.[C:13](#[N:15])[CH3:14].S(=O)(=O)(O)[OH:17].[OH-].[Na+]. (6) Given the product [Cl:24][C:21]1[CH:22]=[CH:23][C:18]([CH:11]2[C:10]3[C:15](=[CH:16][C:7]([C:45]4[CH:46]=[CH:47][C:42]([C:39]([NH2:40])=[O:41])=[CH:43][CH:44]=4)=[C:8]([F:25])[CH:9]=3)[CH2:14][N:13]([CH3:17])[CH2:12]2)=[CH:19][CH:20]=1, predict the reactants needed to synthesize it. The reactants are: FC(F)(F)S(O[C:7]1[CH:16]=[C:15]2[C:10]([CH:11]([C:18]3[CH:23]=[CH:22][C:21]([Cl:24])=[CH:20][CH:19]=3)[CH2:12][N:13]([CH3:17])[CH2:14]2)=[CH:9][C:8]=1[F:25])(=O)=O.BrCC(C1C=CC(Cl)=CC=1)=O.[C:39]([C:42]1[CH:47]=[CH:46][C:45](B(O)O)=[CH:44][CH:43]=1)(=[O:41])[NH2:40].C(=O)([O-])[O-].[Cs+].[Cs+].